This data is from Catalyst prediction with 721,799 reactions and 888 catalyst types from USPTO. The task is: Predict which catalyst facilitates the given reaction. (1) Reactant: [F:1][C:2]([F:22])([F:21])[C:3]1[CH:8]=[CH:7][N:6]=[CH:5][C:4]=1[C:9]1[S:10][CH:11]=[C:12]([C:14]2[CH:20]=[CH:19][C:17]([NH2:18])=[CH:16][CH:15]=2)[N:13]=1.N1C=CC=CC=1.[C:29](Cl)(=[O:31])[CH3:30]. Product: [F:22][C:2]([F:21])([F:1])[C:3]1[CH:8]=[CH:7][N:6]=[CH:5][C:4]=1[C:9]1[S:10][CH:11]=[C:12]([C:14]2[CH:20]=[CH:19][C:17]([NH:18][C:29](=[O:31])[CH3:30])=[CH:16][CH:15]=2)[N:13]=1. The catalyst class is: 4. (2) Reactant: [CH:1]([Si:4]([CH:13]([CH3:15])[CH3:14])([CH:10]([CH3:12])[CH3:11])[C:5]1[S:6][CH:7]=[CH:8][CH:9]=1)([CH3:3])[CH3:2].C(NC(C)C)(C)C.[Li].[I:24]I. Product: [I:24][C:7]1[S:6][C:5]([Si:4]([CH:1]([CH3:3])[CH3:2])([CH:10]([CH3:12])[CH3:11])[CH:13]([CH3:15])[CH3:14])=[CH:9][CH:8]=1. The catalyst class is: 30.